Dataset: Reaction yield outcomes from USPTO patents with 853,638 reactions. Task: Predict the reaction yield, written as a fraction of the theoretical maximum amount of product (1.0 means a 100% yield; for example, 0.34 means a 34% yield). (1) The reactants are Br[C:2]1[C:9]([F:10])=[CH:8][CH:7]=[CH:6][C:3]=1[C:4]#[N:5].[NH:11]1[C:15](B(O)O)=[CH:14][CH:13]=[N:12]1.C([O-])(O)=O.[Na+]. The catalyst is COCCOC.O.C1C=CC([P]([Pd]([P](C2C=CC=CC=2)(C2C=CC=CC=2)C2C=CC=CC=2)([P](C2C=CC=CC=2)(C2C=CC=CC=2)C2C=CC=CC=2)[P](C2C=CC=CC=2)(C2C=CC=CC=2)C2C=CC=CC=2)(C2C=CC=CC=2)C2C=CC=CC=2)=CC=1. The product is [F:10][C:9]1[C:2]([C:13]2[NH:12][N:11]=[CH:15][CH:14]=2)=[C:3]([CH:6]=[CH:7][CH:8]=1)[C:4]#[N:5]. The yield is 0.190. (2) The reactants are C(O[C:9]([N:11]([CH2:13][C:14]1[C:22]2[C:17](=[CH:18][CH:19]=[CH:20][CH:21]=2)[N:16]([CH2:23][CH3:24])[CH:15]=1)C)=O)C1C=CC=CC=1.C(OC(N(CC1C2C(=CC=CC=2)N(CC2C=CC=CC=2)C=1)C)=O)C1C=CC=CC=1. No catalyst specified. The product is [CH2:23]([N:16]1[C:17]2[C:22](=[CH:21][CH:20]=[CH:19][CH:18]=2)[C:14]([CH2:13][NH:11][CH3:9])=[CH:15]1)[CH3:24]. The yield is 0.940. (3) The product is [CH:26]([C:2]1[CH:3]=[N:4][N:5]([CH3:18])[C:6]=1[C:7]1[CH:8]=[C:9]([C:14]([O:16][CH3:17])=[O:15])[S:10][C:11]=1[CH2:12][CH3:13])=[CH2:27]. The reactants are Br[C:2]1[CH:3]=[N:4][N:5]([CH3:18])[C:6]=1[C:7]1[CH:8]=[C:9]([C:14]([O:16][CH3:17])=[O:15])[S:10][C:11]=1[CH2:12][CH3:13].C(=O)([O-])[O-].[K+].[K+].O1CCO[CH2:27][CH2:26]1. The yield is 0.730. The catalyst is O.CC(C)([P](C(C)(C)C)([Pd][P](C(C)(C)C)(C(C)(C)C)C(C)(C)C)C(C)(C)C)C. (4) The reactants are [NH2:1][C:2]1[CH:7]=[CH:6][C:5]([CH3:8])=[CH:4][N:3]=1.[CH3:9][C:10]([O:13][C:14](O[C:14]([O:13][C:10]([CH3:12])([CH3:11])[CH3:9])=[O:15])=[O:15])([CH3:12])[CH3:11]. The catalyst is C(Cl)Cl.CN(C1C=CN=CC=1)C. The product is [C:10]([O:13][C:14]([NH:1][C:2]1[CH:7]=[CH:6][C:5]([CH3:8])=[CH:4][N:3]=1)=[O:15])([CH3:12])([CH3:11])[CH3:9]. The yield is 0.440. (5) The reactants are CC(C)([O-])C.[K+].[NH2:7][C:8]1[N:9]([CH3:27])[C:10](=[O:26])[C:11]([O:18][CH2:19][C:20]2[CH:25]=[CH:24][CH:23]=[CH:22][CH:21]=2)=[C:12]([C:14]([NH:16][CH3:17])=[O:15])[N:13]=1.[CH3:28][C:29]1[CH:34]=[CH:33][C:32]([CH2:35][S:36](Cl)(=[O:38])=[O:37])=[CH:31][CH:30]=1.[OH-].[Na+]. The catalyst is C1COCC1.CN(C=O)C.CCOC(C)=O. The product is [CH3:17][NH:16][C:14]([C:12]1[NH:13][C:8]([NH2:7])([S:36]([CH2:35][C:32]2[CH:33]=[CH:34][C:29]([CH3:28])=[CH:30][CH:31]=2)(=[O:38])=[O:37])[N:9]([CH3:27])[C:10](=[O:26])[C:11]=1[O:18][CH2:19][C:20]1[CH:25]=[CH:24][CH:23]=[CH:22][CH:21]=1)=[O:15]. The yield is 0.460. (6) The reactants are [CH3:1][C:2]([C:13]1[NH:14][C:15]2[C:20]([CH:21]=1)=[CH:19][C:18]([N+:22]([O-])=O)=[CH:17][CH:16]=2)([CH3:12])[CH2:3][NH:4][C:5](=[O:11])[O:6][C:7]([CH3:10])([CH3:9])[CH3:8].C([O-])=O.[NH4+]. The catalyst is C1COCC1.O.[Pd]. The product is [NH2:22][C:18]1[CH:19]=[C:20]2[C:15](=[CH:16][CH:17]=1)[NH:14][C:13]([C:2]([CH3:12])([CH3:1])[CH2:3][NH:4][C:5](=[O:11])[O:6][C:7]([CH3:9])([CH3:8])[CH3:10])=[CH:21]2. The yield is 0.800.